From a dataset of Catalyst prediction with 721,799 reactions and 888 catalyst types from USPTO. Predict which catalyst facilitates the given reaction. (1) Reactant: [Cl:1][C:2]1[CH:3]=[C:4]([S:16]([N:19]([CH2:35][C:36]([O:38][C:39]([CH3:42])([CH3:41])[CH3:40])=[O:37])[C:20]2[CH:21]=[CH:22][C:23]3[N:24]([CH2:33][CH3:34])[C:25]4[C:30]([C:31]=3[CH:32]=2)=[CH:29][CH:28]=[CH:27][CH:26]=4)(=[O:18])=[O:17])[CH:5]=[C:6](OS(C(F)(F)F)(=O)=O)[CH:7]=1.[CH3:43][Si:44]([C:47]#[CH:48])([CH3:46])[CH3:45].C(=O)([O-])[O-].[K+].[K+].C(OCC)(=O)C. Product: [Cl:1][C:2]1[CH:3]=[C:4]([S:16]([N:19]([CH2:35][C:36]([O:38][C:39]([CH3:40])([CH3:42])[CH3:41])=[O:37])[C:20]2[CH:32]=[CH:31][C:23]3[N:24]([CH2:33][CH3:34])[C:25]4[C:26]([C:22]=3[CH:21]=2)=[CH:27][CH:28]=[CH:29][CH:30]=4)(=[O:17])=[O:18])[CH:5]=[C:6]([C:48]#[C:47][Si:44]([CH3:46])([CH3:45])[CH3:43])[CH:7]=1. The catalyst class is: 9. (2) Product: [C:11]([C:13]([C:16]1[CH:17]=[C:18]([CH:22]=[CH:23][CH:24]=1)[C:19]([NH:7][C:6]1[CH:8]=[CH:9][CH:10]=[C:4]([N+:1]([O-:3])=[O:2])[CH:5]=1)=[O:20])([CH3:15])[CH3:14])#[N:12]. Reactant: [N+:1]([C:4]1[CH:5]=[C:6]([CH:8]=[CH:9][CH:10]=1)[NH2:7])([O-:3])=[O:2].[C:11]([C:13]([C:16]1[CH:17]=[C:18]([CH:22]=[CH:23][CH:24]=1)[C:19](Cl)=[O:20])([CH3:15])[CH3:14])#[N:12]. The catalyst class is: 341. (3) Reactant: [CH3:1][Si:2]([CH3:19])([CH3:18])[CH2:3][CH2:4][O:5][CH2:6][N:7]1[C:15]2[CH:14]=[C:13]([CH2:16][OH:17])[N:12]=[CH:11][C:10]=2[N:9]=[N:8]1. Product: [CH3:1][Si:2]([CH3:19])([CH3:18])[CH2:3][CH2:4][O:5][CH2:6][N:7]1[C:15]2[CH:14]=[C:13]([CH:16]=[O:17])[N:12]=[CH:11][C:10]=2[N:9]=[N:8]1. The catalyst class is: 177.